Task: Predict the product of the given reaction.. Dataset: Forward reaction prediction with 1.9M reactions from USPTO patents (1976-2016) (1) Given the reactants [O:1]1[CH2:4][CH:3]([CH2:5][CH:6]([C:8]2[CH:13]=[CH:12][C:11]([O:14][C:15]([F:18])([F:17])[F:16])=[CH:10][CH:9]=2)[NH2:7])[CH2:2]1.[CH3:19][C:20]1[CH:42]=[N:41][C:23]2[N:24]([C:29](OC3C=CC([N+]([O-])=O)=CC=3)=[O:30])[CH2:25][C:26](=[O:28])[NH:27][C:22]=2[CH:21]=1.C(N(CC)CC)C.O, predict the reaction product. The product is: [CH3:19][C:20]1[CH:42]=[N:41][C:23]2[N:24]([C:29]([NH:7][CH:6]([C:8]3[CH:9]=[CH:10][C:11]([O:14][C:15]([F:16])([F:17])[F:18])=[CH:12][CH:13]=3)[CH2:5][CH:3]3[CH2:4][O:1][CH2:2]3)=[O:30])[CH2:25][C:26](=[O:28])[NH:27][C:22]=2[CH:21]=1. (2) Given the reactants [NH2:1][C:2]1[CH:7]=[C:6]([CH3:8])[CH:5]=[CH:4][N:3]=1.[Cl:9][CH2:10][C:11](Cl)=[O:12], predict the reaction product. The product is: [Cl:9][CH2:10][C:11]([NH:1][C:2]1[CH:7]=[C:6]([CH3:8])[CH:5]=[CH:4][N:3]=1)=[O:12]. (3) Given the reactants [CH3:1][C:2]1([CH3:23])[CH2:4][C@@H:3]1[C:5]([N:7]1[CH2:12][CH2:11][N:10]([C:13]2[CH:21]=[CH:20][C:16]([C:17](O)=[O:18])=[CH:15][N:14]=2)[C@H:9]([CH3:22])[CH2:8]1)=[O:6].CN(C(O[N:32]1N=N[C:34]2[CH:35]=[CH:36][C:37](=[CH:39][C:33]1=2)[Cl:38])=[N+](C)C)C.F[P-](F)(F)(F)(F)F.C(N(CC)C(C)C)(C)C.CC(N(C)C)=O.[CH3:64][O:65][C:66](=[O:98])[NH:67][C@H:68]([C:72]([N:74]1[CH2:78][CH2:77][CH2:76][C@H:75]1[C:79]1[NH:80][CH:81]=[C:82]([C:84]2[CH:89]=[CH:88][C:87](C3C=CC(N)=CC=3Cl)=[CH:86][CH:85]=2)[N:83]=1)=[O:73])[CH:69]([CH3:71])[CH3:70], predict the reaction product. The product is: [CH3:64][O:65][C:66](=[O:98])[NH:67][C@H:68]([C:72]([N:74]1[CH2:78][CH2:77][CH2:76][C@H:75]1[C:79]1[NH:80][CH:81]=[C:82]([C:84]2[CH:85]=[CH:86][C:87]([C:36]3[CH:35]=[CH:34][C:33]([NH:32][C:17]([C:16]4[CH:15]=[N:14][C:13]([N:10]5[CH2:11][CH2:12][N:7]([C:5]([C@H:3]6[CH2:4][C:2]6([CH3:1])[CH3:23])=[O:6])[CH2:8][C@H:9]5[CH3:22])=[CH:21][CH:20]=4)=[O:18])=[CH:39][C:37]=3[Cl:38])=[CH:88][CH:89]=2)[N:83]=1)=[O:73])[CH:69]([CH3:71])[CH3:70]. (4) Given the reactants [C:1]([C:5]1[CH:6]=[C:7]([NH:18][C:19]([C:21]2[C:30]3[C:25](=[CH:26][C:27]([O:31][C:32]4[CH:37]=[C:36](Cl)[N:35]=[CH:34][N:33]=4)=[CH:28][CH:29]=3)[CH:24]=[CH:23][N:22]=2)=[O:20])[N:8]([C:10]2[CH:15]=[CH:14][C:13]([O:16][CH3:17])=[CH:12][CH:11]=2)[N:9]=1)([CH3:4])([CH3:3])[CH3:2].C([O-])([O-])=O.[Cs+].[Cs+].[C:45]([NH2:48])(=[O:47])[CH3:46].CC1(C)C2C(=C(P(C3C=CC=CC=3)C3C=CC=CC=3)C=CC=2)OC2C(P(C3C=CC=CC=3)C3C=CC=CC=3)=CC=CC1=2, predict the reaction product. The product is: [C:1]([C:5]1[CH:6]=[C:7]([NH:18][C:19]([C:21]2[C:30]3[C:25](=[CH:26][C:27]([O:31][C:32]4[CH:37]=[C:36]([NH:48][C:45](=[O:47])[CH3:46])[N:35]=[CH:34][N:33]=4)=[CH:28][CH:29]=3)[CH:24]=[CH:23][N:22]=2)=[O:20])[N:8]([C:10]2[CH:15]=[CH:14][C:13]([O:16][CH3:17])=[CH:12][CH:11]=2)[N:9]=1)([CH3:4])([CH3:3])[CH3:2]. (5) Given the reactants [Br:1][C:2]1[CH:3]=[CH:4][C:5]2[C:14]([N:15]=1)=[C:13]1[C:8]([CH:9]=[CH:10][C:11](=O)[N:12]1C)=[CH:7][CH:6]=2.P(Br)(Br)([Br:20])=O.P(Cl)(Cl)(Cl)(Cl)Cl, predict the reaction product. The product is: [Br:20][C:11]1[CH:10]=[CH:9][C:8]2[C:13](=[C:14]3[C:5](=[CH:6][CH:7]=2)[CH:4]=[CH:3][C:2]([Br:1])=[N:15]3)[N:12]=1. (6) The product is: [C:2]([NH:26][C@H:25]([C:24]([O:23][CH3:22])=[O:29])[CH2:27][OH:28])([C:15]1[CH:20]=[CH:19][CH:18]=[CH:17][CH:16]=1)([C:9]1[CH:14]=[CH:13][CH:12]=[CH:11][CH:10]=1)[C:3]1[CH:8]=[CH:7][CH:6]=[CH:5][CH:4]=1. Given the reactants Cl[C:2]([C:15]1[CH:20]=[CH:19][CH:18]=[CH:17][CH:16]=1)([C:9]1[CH:14]=[CH:13][CH:12]=[CH:11][CH:10]=1)[C:3]1[CH:8]=[CH:7][CH:6]=[CH:5][CH:4]=1.Cl.[CH3:22][O:23][C:24](=[O:29])[C@H:25]([CH2:27][OH:28])[NH2:26].C(N(CC)CC)C, predict the reaction product.